Dataset: Peptide-MHC class I binding affinity with 185,985 pairs from IEDB/IMGT. Task: Regression. Given a peptide amino acid sequence and an MHC pseudo amino acid sequence, predict their binding affinity value. This is MHC class I binding data. (1) The peptide sequence is QQRPDLILV. The MHC is HLA-B08:01 with pseudo-sequence HLA-B08:01. The binding affinity (normalized) is 0.213. (2) The peptide sequence is AAYHPQQFIYA. The MHC is HLA-B18:01 with pseudo-sequence HLA-B18:01. The binding affinity (normalized) is 0.